This data is from Forward reaction prediction with 1.9M reactions from USPTO patents (1976-2016). The task is: Predict the product of the given reaction. The product is: [C:1]1([C:6]2[C:14]3[C:13]([O:15][C@H:16]([CH3:28])[CH2:17][CH2:18][CH2:19][CH2:20][C:21]([OH:23])=[O:22])=[N:12][CH:11]=[N:10][C:9]=3[O:8][C:7]=2[C:29]2[CH:34]=[CH:33][CH:32]=[CH:31][CH:30]=2)[CH2:5][CH2:4][CH2:3][CH:2]=1. Given the reactants [C:1]1([C:6]2[C:14]3[C:13]([O:15][C@H:16]([CH3:28])[CH2:17][CH2:18][CH2:19][CH2:20][C:21]([O:23]C(C)(C)C)=[O:22])=[N:12][CH:11]=[N:10][C:9]=3[O:8][C:7]=2[C:29]2[CH:34]=[CH:33][CH:32]=[CH:31][CH:30]=2)[CH2:5][CH2:4][CH2:3][CH:2]=1.FC(F)(F)C(O)=O, predict the reaction product.